Dataset: Full USPTO retrosynthesis dataset with 1.9M reactions from patents (1976-2016). Task: Predict the reactants needed to synthesize the given product. Given the product [F:1][C:2]1[CH:7]=[C:6]([NH:8][CH2:9][C:10]2[CH:11]=[C:12]([C:16]3[C:17]([CH3:24])=[CH:18][C:19]([O:23][CH2:39][C:37]4[N:36]([CH3:41])[N:35]=[C:34]([O:33][CH3:32])[CH:38]=4)=[CH:20][C:21]=3[CH3:22])[CH:13]=[CH:14][CH:15]=2)[CH:5]=[CH:4][C:3]=1[CH2:25][CH2:26][C:27]([O:29][CH2:30][CH3:31])=[O:28], predict the reactants needed to synthesize it. The reactants are: [F:1][C:2]1[CH:7]=[C:6]([NH:8][CH2:9][C:10]2[CH:11]=[C:12]([C:16]3[C:21]([CH3:22])=[CH:20][C:19]([OH:23])=[CH:18][C:17]=3[CH3:24])[CH:13]=[CH:14][CH:15]=2)[CH:5]=[CH:4][C:3]=1[CH2:25][CH2:26][C:27]([O:29][CH2:30][CH3:31])=[O:28].[CH3:32][O:33][C:34]1[CH:38]=[C:37]([CH2:39]O)[N:36]([CH3:41])[N:35]=1.C(P(CCCC)CCCC)CCC.N(C(N1CCCCC1)=O)=NC(N1CCCCC1)=O.